The task is: Predict which catalyst facilitates the given reaction.. This data is from Catalyst prediction with 721,799 reactions and 888 catalyst types from USPTO. (1) Reactant: [NH2:1][CH2:2][C@H:3]([NH:9][S:10]([C:13]1[C:14]([CH3:19])=[N:15][O:16][C:17]=1[CH3:18])(=[O:12])=[O:11])[C:4]([O:6][CH2:7][CH3:8])=[O:5].Cl[C:21](OC1C=CC([N+]([O-])=O)=CC=1)=[O:22].CCN(C(C)C)C(C)C.C([O-])(O)=O.[Na+].Cl. Product: [CH3:19][C:14]1[C:13]([S:10]([N:9]2[C@H:3]([C:4]([O:6][CH2:7][CH3:8])=[O:5])[CH2:2][NH:1][C:21]2=[O:22])(=[O:11])=[O:12])=[C:17]([CH3:18])[O:16][N:15]=1. The catalyst class is: 448. (2) Reactant: [F:1][C:2]([F:53])([F:52])[C:3]1[CH:4]=[C:5]([CH:45]=[C:46]([C:48]([F:51])([F:50])[F:49])[CH:47]=1)[CH2:6][N:7]([CH2:20][C:21]1[CH:40]=[C:39]([C:41]([F:44])([F:43])[F:42])[CH:38]=[CH:37][C:22]=1[C:23]([N:25]([CH2:35][CH3:36])[CH2:26][CH2:27][C:28]([O:30]C(C)(C)C)=[O:29])=[O:24])[C:8]1[N:13]=[CH:12][C:11]([N:14]2[CH2:19][CH2:18][O:17][CH2:16][CH2:15]2)=[CH:10][N:9]=1.C(=O)(O)[O-].[Na+]. The catalyst class is: 601. Product: [F:53][C:2]([F:1])([F:52])[C:3]1[CH:4]=[C:5]([CH:45]=[C:46]([C:48]([F:49])([F:51])[F:50])[CH:47]=1)[CH2:6][N:7]([CH2:20][C:21]1[CH:40]=[C:39]([C:41]([F:44])([F:43])[F:42])[CH:38]=[CH:37][C:22]=1[C:23]([N:25]([CH2:35][CH3:36])[CH2:26][CH2:27][C:28]([OH:30])=[O:29])=[O:24])[C:8]1[N:13]=[CH:12][C:11]([N:14]2[CH2:15][CH2:16][O:17][CH2:18][CH2:19]2)=[CH:10][N:9]=1. (3) The catalyst class is: 1. Product: [F:43][C:42]1[C:37]([C:31]2[C:30]([O:45][CH2:46][CH3:47])=[CH:29][C:28]([CH2:27][OH:26])=[CH:33][C:32]=2[O:34][CH2:35][CH3:36])=[N:38][CH:39]=[C:40]([F:44])[CH:41]=1. Reactant: [F-].C([N+](CCCC)(CCCC)CCCC)CCC.[Si]([O:26][CH2:27][C:28]1[CH:33]=[C:32]([O:34][CH2:35][CH3:36])[C:31]([C:37]2[C:42]([F:43])=[CH:41][C:40]([F:44])=[CH:39][N:38]=2)=[C:30]([O:45][CH2:46][CH3:47])[CH:29]=1)(C(C)(C)C)(C)C.O.C(OCC)(=O)C. (4) Reactant: [OH-].[K+].[Br:3][C:4]1[CH:9]=[C:8]([CH3:10])[C:7]([O:11][CH3:12])=[CH:6][C:5]=1[NH:13][C:14](=[O:18])[CH:15]([CH3:17])[CH3:16].[CH2:19](Br)[C:20]1[CH:25]=[CH:24][CH:23]=[CH:22][CH:21]=1.O. Product: [CH2:19]([N:13]([C:5]1[CH:6]=[C:7]([O:11][CH3:12])[C:8]([CH3:10])=[CH:9][C:4]=1[Br:3])[C:14](=[O:18])[CH:15]([CH3:16])[CH3:17])[C:20]1[CH:25]=[CH:24][CH:23]=[CH:22][CH:21]=1. The catalyst class is: 16. (5) Reactant: [CH3:1][C:2]1([CH3:9])[NH:7][C:6](=O)[CH2:5][S:4][CH2:3]1.B.CSC.C(O)(C(F)(F)F)=O.[C:21](O[C:21]([O:23][C:24]([CH3:27])([CH3:26])[CH3:25])=[O:22])([O:23][C:24]([CH3:27])([CH3:26])[CH3:25])=[O:22]. Product: [CH3:1][C:2]1([CH3:9])[CH2:3][S:4][CH2:5][CH2:6][N:7]1[C:21]([O:23][C:24]([CH3:27])([CH3:26])[CH3:25])=[O:22]. The catalyst class is: 1.